From a dataset of Full USPTO retrosynthesis dataset with 1.9M reactions from patents (1976-2016). Predict the reactants needed to synthesize the given product. (1) Given the product [CH3:43][N:22]([CH3:21])[CH2:23][CH2:24][NH:25][C:26](=[O:42])[C:27]1[CH:28]=[CH:29][C:30]([C:14]2[C:13]([O:16][CH2:17][CH2:18][O:19][CH3:20])=[CH:12][N:11]=[C:6]3[NH:7][C:8]4[C:4]([C:5]=23)=[CH:3][C:2]([C:8]2[CH:9]=[N:10][CH:2]=[CH:3][CH:4]=2)=[N:10][CH:9]=4)=[CH:31][CH:32]=1, predict the reactants needed to synthesize it. The reactants are: Cl[C:2]1[N:10]=[CH:9][C:8]2[NH:7][C:6]3[N:11]=[CH:12][C:13]([O:16][CH2:17][CH2:18][O:19][CH3:20])=[C:14](I)[C:5]=3[C:4]=2[CH:3]=1.[CH3:21][N:22]([CH3:43])[CH2:23][CH2:24][NH:25][C:26](=[O:42])[C:27]1[CH:32]=[CH:31][C:30](B2OC(C)(C)C(C)(C)O2)=[CH:29][CH:28]=1.C(=O)([O-])[O-].[Cs+].[Cs+].O. (2) Given the product [CH2:23]([N:4]([CH2:1][CH2:2][CH3:3])[CH2:5][CH2:6][CH2:7][CH2:8][N:9]1[CH2:18][CH2:17][C:16]2[C:11](=[CH:12][CH:13]=[C:14]([CH2:19][OH:20])[CH:15]=2)[CH2:10]1)[CH2:24][CH3:25], predict the reactants needed to synthesize it. The reactants are: [CH2:1]([N:4]([CH2:23][CH2:24][CH3:25])[CH2:5][CH2:6][CH2:7][CH2:8][N:9]1[CH2:18][CH2:17][C:16]2[C:11](=[CH:12][CH:13]=[C:14]([C:19](OC)=[O:20])[CH:15]=2)[CH2:10]1)[CH2:2][CH3:3].[H-].[Al+3].[Li+].[H-].[H-].[H-].O.O.O.O.O.O.O.O.O.O.S([O-])([O-])(=O)=O.[Na+].[Na+].C(OCC)C. (3) Given the product [CH3:7][NH:8][C:9]1[C:14]2=[C:15]([C:19]3[CH:20]=[N:21][N:22]([CH3:34])[C:23]=3[C:24]3[CH:29]=[CH:28][C:27]([C:30]([F:33])([F:32])[F:31])=[CH:26][N:25]=3)[N:16]=[C:17]([CH3:18])[N:13]2[N:12]=[CH:11][N:10]=1, predict the reactants needed to synthesize it. The reactants are: COC1C=CC([CH2:7][N:8](C)[C:9]2[C:14]3=[C:15]([C:19]4[CH:20]=[N:21][N:22]([CH3:34])[C:23]=4[C:24]4[CH:29]=[CH:28][C:27]([C:30]([F:33])([F:32])[F:31])=[CH:26][N:25]=4)[N:16]=[C:17]([CH3:18])[N:13]3[N:12]=[CH:11][N:10]=2)=CC=1.FC(F)(F)C(O)=O.COC1C=CC=CC=1.C. (4) Given the product [Cl:17][C:11]1[CH:12]=[C:13]([Cl:16])[CH:14]=[CH:15][C:10]=1[S:7]([NH:6][CH2:5][CH2:4][CH2:3][CH2:2][NH:1][C:31](=[O:32])[C@H:26]([CH2:27][CH:28]([CH3:29])[CH3:30])[NH:25][C:18]([O:20][C:21]([CH3:22])([CH3:23])[CH3:24])=[O:19])(=[O:9])=[O:8], predict the reactants needed to synthesize it. The reactants are: [NH2:1][CH2:2][CH2:3][CH2:4][CH2:5][NH:6][S:7]([C:10]1[CH:15]=[CH:14][C:13]([Cl:16])=[CH:12][C:11]=1[Cl:17])(=[O:9])=[O:8].[C:18]([NH:25][C@H:26]([C:31](O)=[O:32])[CH2:27][CH:28]([CH3:30])[CH3:29])([O:20][C:21]([CH3:24])([CH3:23])[CH3:22])=[O:19].CN1CCOCC1.CCN=C=NCCCN(C)C.Cl. (5) Given the product [CH3:1][S:2]([O-:5])(=[O:4])=[O:3].[N:11]([C:8]([CH3:10])([CH3:9])[CH2:7][CH2:6][N+:14]12[CH2:21][CH2:20][CH:17]([CH2:18][CH2:19]1)[CH2:16][CH2:15]2)=[N+:12]=[N-:13], predict the reactants needed to synthesize it. The reactants are: [CH3:1][S:2]([O:5][CH2:6][CH2:7][C:8]([N:11]=[N+:12]=[N-:13])([CH3:10])[CH3:9])(=[O:4])=[O:3].[N:14]12[CH2:21][CH2:20][CH:17]([CH2:18][CH2:19]1)[CH2:16][CH2:15]2.